Task: Predict the product of the given reaction.. Dataset: Forward reaction prediction with 1.9M reactions from USPTO patents (1976-2016) Given the reactants [H-].[Al+3].[Li+].[H-].[H-].[H-].[NH2:7][C:8]1[S:9][C:10]([S:13][CH:14]([CH3:20])[C:15](OCC)=[O:16])=[CH:11][N:12]=1.S([O-])([O-])(=O)=O.[Na+].[Na+].O, predict the reaction product. The product is: [NH2:7][C:8]1[S:9][C:10]([S:13][CH:14]([CH3:20])[CH2:15][OH:16])=[CH:11][N:12]=1.